From a dataset of Blood-brain barrier permeability classification from the B3DB database. Regression/Classification. Given a drug SMILES string, predict its absorption, distribution, metabolism, or excretion properties. Task type varies by dataset: regression for continuous measurements (e.g., permeability, clearance, half-life) or binary classification for categorical outcomes (e.g., BBB penetration, CYP inhibition). Dataset: b3db_classification. (1) The molecule is O[C@@H](OCC(CO[C@H](O)C(Cl)(Cl)Cl)(CO[C@@H](O)C(Cl)(Cl)Cl)CO[C@@H](O)C(Cl)(Cl)Cl)C(Cl)(Cl)Cl. The result is 1 (penetrates BBB). (2) The drug is CC(=O)OCC(=O)[C@H]1[C@H](C)C[C@H]2C3C[C@H](F)C4=CC(=O)C=C[C@]4(C)[C@@]3(Cl)[C@@H](O)C[C@@]21C. The result is 1 (penetrates BBB). (3) The compound is C[C@@H]([C@](O)(Cn1cncn1)c1ccc(F)cc1F)S(C)(=O)=O. The result is 1 (penetrates BBB). (4) The compound is CC(C)(C)N1CCC(c2ccccc2)(c2ccccc2)CC1. The result is 1 (penetrates BBB).